Task: Regression. Given two drug SMILES strings and cell line genomic features, predict the synergy score measuring deviation from expected non-interaction effect.. Dataset: NCI-60 drug combinations with 297,098 pairs across 59 cell lines (1) Drug 1: COC1=C(C=C2C(=C1)N=CN=C2NC3=CC(=C(C=C3)F)Cl)OCCCN4CCOCC4. Drug 2: CC1=C(C=C(C=C1)NC(=O)C2=CC=C(C=C2)CN3CCN(CC3)C)NC4=NC=CC(=N4)C5=CN=CC=C5. Cell line: HCC-2998. Synergy scores: CSS=7.51, Synergy_ZIP=2.88, Synergy_Bliss=4.69, Synergy_Loewe=-0.253, Synergy_HSA=1.69. (2) Drug 1: C1CCN(CC1)CCOC2=CC=C(C=C2)C(=O)C3=C(SC4=C3C=CC(=C4)O)C5=CC=C(C=C5)O. Drug 2: CC1C(C(CC(O1)OC2CC(CC3=C2C(=C4C(=C3O)C(=O)C5=C(C4=O)C(=CC=C5)OC)O)(C(=O)C)O)N)O.Cl. Cell line: SK-MEL-2. Synergy scores: CSS=44.2, Synergy_ZIP=6.63, Synergy_Bliss=9.36, Synergy_Loewe=-22.1, Synergy_HSA=7.92. (3) Drug 1: C1=CC(=CC=C1CCCC(=O)O)N(CCCl)CCCl. Drug 2: C1CNP(=O)(OC1)N(CCCl)CCCl. Cell line: K-562. Synergy scores: CSS=15.8, Synergy_ZIP=-7.33, Synergy_Bliss=-2.61, Synergy_Loewe=-13.2, Synergy_HSA=-2.30. (4) Drug 1: C1=CN(C(=O)N=C1N)C2C(C(C(O2)CO)O)O.Cl. Drug 2: C1=NC(=NC(=O)N1C2C(C(C(O2)CO)O)O)N. Cell line: SR. Synergy scores: CSS=53.5, Synergy_ZIP=-9.35, Synergy_Bliss=-18.3, Synergy_Loewe=-19.7, Synergy_HSA=-16.4. (5) Drug 1: CC1=C(C=C(C=C1)NC(=O)C2=CC=C(C=C2)CN3CCN(CC3)C)NC4=NC=CC(=N4)C5=CN=CC=C5. Drug 2: C1C(C(OC1N2C=NC(=NC2=O)N)CO)O. Cell line: UACC-257. Synergy scores: CSS=0.269, Synergy_ZIP=1.10, Synergy_Bliss=0.443, Synergy_Loewe=-1.69, Synergy_HSA=-2.18. (6) Drug 1: CC12CCC3C(C1CCC2=O)CC(=C)C4=CC(=O)C=CC34C. Drug 2: C1=NC2=C(N1)C(=S)N=CN2. Cell line: HS 578T. Synergy scores: CSS=38.0, Synergy_ZIP=-9.50, Synergy_Bliss=-12.5, Synergy_Loewe=-16.7, Synergy_HSA=-11.0. (7) Drug 1: C1CCC(CC1)NC(=O)N(CCCl)N=O. Drug 2: C1=CC=C(C=C1)NC(=O)CCCCCCC(=O)NO. Cell line: SK-OV-3. Synergy scores: CSS=4.51, Synergy_ZIP=-4.79, Synergy_Bliss=-6.25, Synergy_Loewe=-10.7, Synergy_HSA=-4.67.